From a dataset of Catalyst prediction with 721,799 reactions and 888 catalyst types from USPTO. Predict which catalyst facilitates the given reaction. Reactant: [F:1][C:2]1[C:7]([F:8])=[CH:6][CH:5]=[CH:4][C:3]=1[C:9]1[N:41]=[C:12]2[CH:13]=[N:14][N:15]([CH2:17][C:18]3[CH:23]=[CH:22][C:21]([C:24]4[CH:29]=[CH:28][C:27]([O:30][CH3:31])=[CH:26][C:25]=4[C:32]([F:35])([F:34])[F:33])=[CH:20][C:19]=3[O:36][CH2:37][CH2:38][CH2:39]O)[CH:16]=[C:11]2[N:10]=1.CCN(C(C)C)C(C)C.S(Cl)(C)(=O)=O.[NH:56]1[CH2:61][CH2:60][O:59][CH2:58][CH2:57]1. Product: [F:1][C:2]1[C:7]([F:8])=[CH:6][CH:5]=[CH:4][C:3]=1[C:9]1[N:41]=[C:12]2[CH:13]=[N:14][N:15]([CH2:17][C:18]3[CH:23]=[CH:22][C:21]([C:24]4[CH:29]=[CH:28][C:27]([O:30][CH3:31])=[CH:26][C:25]=4[C:32]([F:35])([F:34])[F:33])=[CH:20][C:19]=3[O:36][CH2:37][CH2:38][CH2:39][N:56]3[CH2:61][CH2:60][O:59][CH2:58][CH2:57]3)[CH:16]=[C:11]2[N:10]=1. The catalyst class is: 3.